From a dataset of Reaction yield outcomes from USPTO patents with 853,638 reactions. Predict the reaction yield, written as a fraction of the theoretical maximum amount of product (1.0 means a 100% yield; for example, 0.34 means a 34% yield). (1) The yield is 0.480. The catalyst is C1C=CC([P]([Pd]([P](C2C=CC=CC=2)(C2C=CC=CC=2)C2C=CC=CC=2)([P](C2C=CC=CC=2)(C2C=CC=CC=2)C2C=CC=CC=2)[P](C2C=CC=CC=2)(C2C=CC=CC=2)C2C=CC=CC=2)(C2C=CC=CC=2)C2C=CC=CC=2)=CC=1.O1CCOCC1.O. The reactants are Cl[C:2]1[CH:7]=[C:6]([O:8][C:9]2[CH:10]=[CH:11][C:12]([NH:15][C:16]([N:18]3[CH2:22][CH2:21][N:20]([CH:23]4[CH2:28][CH2:27][O:26][CH2:25][CH2:24]4)[C:19]3=[O:29])=[O:17])=[N:13][CH:14]=2)[CH:5]=[CH:4][N:3]=1.CC1(C)C(C)(C)OB([C:38]2[CH:39]=[N:40][NH:41][CH:42]=2)O1.C([O-])([O-])=O.[K+].[K+]. The product is [NH:40]1[CH:39]=[C:38]([C:2]2[CH:7]=[C:6]([O:8][C:9]3[CH:10]=[CH:11][C:12]([NH:15][C:16]([N:18]4[CH2:22][CH2:21][N:20]([CH:23]5[CH2:28][CH2:27][O:26][CH2:25][CH2:24]5)[C:19]4=[O:29])=[O:17])=[N:13][CH:14]=3)[CH:5]=[CH:4][N:3]=2)[CH:42]=[N:41]1. (2) The product is [OH:2][C:3]1[C:8]2[NH:9][C:10]([C:12]3[S:13][CH:14]=[CH:15][CH:16]=3)=[N:11][C:7]=2[C:6]([C:17]([NH:19][CH:20]2[CH2:24][CH2:23][NH:22][CH2:21]2)=[O:18])=[CH:5][CH:4]=1. The reactants are C[O:2][C:3]1[C:8]2[NH:9][C:10]([C:12]3[S:13][CH:14]=[CH:15][CH:16]=3)=[N:11][C:7]=2[C:6]([C:17]([NH:19][CH:20]2[CH2:24][CH2:23][N:22](C(OC(C)(C)C)=O)[CH2:21]2)=[O:18])=[CH:5][CH:4]=1.B(Br)(Br)Br. The yield is 0.630. No catalyst specified. (3) The reactants are [CH2:1]([O:8][C@@H:9]([C@@H:24]([N:34]([CH2:42][C:43]1[CH:48]=[CH:47][CH:46]=[CH:45][CH:44]=1)[CH2:35][C:36]1[CH:41]=[CH:40][CH:39]=[CH:38][CH:37]=1)[CH2:25][C:26]1[CH:31]=[C:30]([F:32])[CH:29]=[C:28]([F:33])[CH:27]=1)[C@H:10]([NH:13][CH2:14][C@@H:15]([OH:23])[CH2:16][O:17][C:18](=[O:22])[CH2:19][CH2:20][CH3:21])[CH2:11][OH:12])[C:2]1[CH:7]=[CH:6][CH:5]=[CH:4][CH:3]=1.C(N(C(C)C)CC)(C)C.[C:58](O[C:58]([O:60][C:61]([CH3:64])([CH3:63])[CH3:62])=[O:59])([O:60][C:61]([CH3:64])([CH3:63])[CH3:62])=[O:59]. The catalyst is O1CCCC1. The product is [CH2:1]([O:8][C@@H:9]([C@@H:24]([N:34]([CH2:42][C:43]1[CH:44]=[CH:45][CH:46]=[CH:47][CH:48]=1)[CH2:35][C:36]1[CH:37]=[CH:38][CH:39]=[CH:40][CH:41]=1)[CH2:25][C:26]1[CH:31]=[C:30]([F:32])[CH:29]=[C:28]([F:33])[CH:27]=1)[C@H:10]([N:13]([C:58]([O:60][C:61]([CH3:64])([CH3:63])[CH3:62])=[O:59])[CH2:14][C@@H:15]([OH:23])[CH2:16][O:17][C:18](=[O:22])[CH2:19][CH2:20][CH3:21])[CH2:11][OH:12])[C:2]1[CH:7]=[CH:6][CH:5]=[CH:4][CH:3]=1. The yield is 0.390. (4) The reactants are C(Cl)(Cl)Cl.[CH3:5][C:6]1[CH:7]=[C:8]([CH:13]2[C:17]([OH:18])=[C:16]([C:19]([CH3:21])=[O:20])[CH2:15][S:14]2)[CH:9]=[CH:10][C:11]=1[CH3:12].S(Cl)(Cl)(=O)=O.O. The catalyst is C(O)(C)C. The product is [CH3:5][C:6]1[CH:7]=[C:8]([C:13]2[S:14][CH:15]=[C:16]([C:19]([CH3:21])=[O:20])[C:17]=2[OH:18])[CH:9]=[CH:10][C:11]=1[CH3:12]. The yield is 0.200. (5) The reactants are C[O:2][C:3](=[O:34])[CH:4]([NH:12][C:13]([C:15]1[CH:19]=[C:18]([C:20]2[CH:25]=[CH:24][C:23]([O:26][CH2:27][C:28]3[CH:33]=[CH:32][CH:31]=[CH:30][CH:29]=3)=[CH:22][CH:21]=2)[O:17][N:16]=1)=[O:14])[CH2:5][C:6]1[CH:11]=[CH:10][CH:9]=[CH:8][CH:7]=1.O.[OH-].[Li+].Cl. The catalyst is CO.O.C1COCC1. The product is [CH2:27]([O:26][C:23]1[CH:22]=[CH:21][C:20]([C:18]2[O:17][N:16]=[C:15]([C:13]([NH:12][CH:4]([CH2:5][C:6]3[CH:7]=[CH:8][CH:9]=[CH:10][CH:11]=3)[C:3]([OH:34])=[O:2])=[O:14])[CH:19]=2)=[CH:25][CH:24]=1)[C:28]1[CH:29]=[CH:30][CH:31]=[CH:32][CH:33]=1. The yield is 0.910. (6) The reactants are [NH:1]1[CH:14]2[CH:5]([CH2:6][CH2:7][C:8]3[C:13]2=[N:12][CH:11]=[CH:10][CH:9]=3)[CH2:4][CH2:3][CH2:2]1.C(=O)([O-])[O-].[K+].[K+].Cl[CH2:22][C:23]1[N:24]=[C:25]2[CH:30]=[CH:29][CH:28]=[C:27]([F:31])[N:26]2[CH:32]=1. The catalyst is C(#N)C.[I-].[K+]. The product is [F:31][C:27]1[N:26]2[CH:32]=[C:23]([CH2:22][N:12]3[CH:13]4[CH:8]([CH2:7][CH2:6][C:5]5[C:14]4=[N:1][CH:2]=[CH:3][CH:4]=5)[CH2:9][CH2:10][CH2:11]3)[N:24]=[C:25]2[CH:30]=[CH:29][CH:28]=1. The yield is 0.840. (7) The reactants are [OH:1][CH2:2][C:3]1[S:7][C:6]([C:8]([O:10][CH3:11])=[O:9])=[C:5]([C:12]2[CH:17]=[CH:16][CH:15]=[CH:14][CH:13]=2)[CH:4]=1.[C:18]([N:25]1[CH:29]=[CH:28]N=C1)(N1C=CN=C1)=[O:19].C(N)[C:31]1[CH:36]=[CH:35]C=[CH:33][CH:32]=1.N12CCCN=C1CCCCC2. The catalyst is C1COCC1.C(OCC)(=O)C. The product is [CH2:29]([NH:25][C:18]([O:1][CH2:2][C:3]1[S:7][C:6]([C:8]([O:10][CH3:11])=[O:9])=[C:5]([C:12]2[CH:17]=[CH:16][CH:15]=[CH:14][CH:13]=2)[CH:4]=1)=[O:19])[C:28]1[CH:35]=[CH:36][CH:31]=[CH:32][CH:33]=1. The yield is 0.820. (8) The reactants are [CH2:1]([O:3][C:4]([C:6]1[CH:11]=[CH:10][N:9]2[CH:12]=[N:13][N:14]=[C:8]2[CH:7]=1)=[O:5])[CH3:2].C1C(=O)N([Br:22])C(=O)C1.C(=O)([O-])[O-].[K+].[K+]. The catalyst is C(Cl)(Cl)Cl. The product is [Br:22][C:12]1[N:9]2[CH:10]=[CH:11][C:6]([C:4]([O:3][CH2:1][CH3:2])=[O:5])=[CH:7][C:8]2=[N:14][N:13]=1. The yield is 0.540.